This data is from NCI-60 drug combinations with 297,098 pairs across 59 cell lines. The task is: Regression. Given two drug SMILES strings and cell line genomic features, predict the synergy score measuring deviation from expected non-interaction effect. Drug 1: CCC1=CC2CC(C3=C(CN(C2)C1)C4=CC=CC=C4N3)(C5=C(C=C6C(=C5)C78CCN9C7C(C=CC9)(C(C(C8N6C)(C(=O)OC)O)OC(=O)C)CC)OC)C(=O)OC.C(C(C(=O)O)O)(C(=O)O)O. Drug 2: C1C(C(OC1N2C=C(C(=O)NC2=O)F)CO)O. Cell line: K-562. Synergy scores: CSS=72.9, Synergy_ZIP=-6.57, Synergy_Bliss=-4.46, Synergy_Loewe=-2.25, Synergy_HSA=0.688.